Predict the product of the given reaction. From a dataset of Forward reaction prediction with 1.9M reactions from USPTO patents (1976-2016). (1) Given the reactants Br[C:2]1[CH:7]=[CH:6][N:5]=[C:4]2[N:8]([S:19]([C:22]3[CH:27]=[CH:26][CH:25]=[CH:24][CH:23]=3)(=[O:21])=[O:20])[C:9]([C:11]3[CH:12]=[C:13]([CH2:17][OH:18])[CH:14]=[CH:15][CH:16]=3)=[CH:10][C:3]=12.[CH2:28]([N:30]1[CH:34]=[C:33](B2OC(C)(C)C(C)(C)O2)[C:32]([C:44]2[CH:49]=[CH:48][C:47]([N+:50]([O-:52])=[O:51])=[CH:46][CH:45]=2)=[N:31]1)[CH3:29].C([O-])(O)=O.[Na+], predict the reaction product. The product is: [CH2:28]([N:30]1[CH:34]=[C:33]([C:2]2[CH:7]=[CH:6][N:5]=[C:4]3[N:8]([S:19]([C:22]4[CH:23]=[CH:24][CH:25]=[CH:26][CH:27]=4)(=[O:21])=[O:20])[C:9]([C:11]4[CH:12]=[C:13]([CH2:17][OH:18])[CH:14]=[CH:15][CH:16]=4)=[CH:10][C:3]=23)[C:32]([C:44]2[CH:49]=[CH:48][C:47]([N+:50]([O-:52])=[O:51])=[CH:46][CH:45]=2)=[N:31]1)[CH3:29]. (2) Given the reactants O[C:2]1([C:16]2[C:24]([OH:25])=[CH:23][C:19]3[O:20][CH2:21][O:22][C:18]=3[CH:17]=2)[C:10](=[O:11])[CH:9]=[C:8]2[O:12][CH2:13][CH2:14][CH2:15][N:6]3[C:7]2=[C:3]1[CH:4]=[CH:5]3.FC(F)(F)C(O)=O.C([SiH](CC)CC)C, predict the reaction product. The product is: [OH:25][C:24]1[C:16]([CH:2]2[C:10](=[O:11])[CH:9]=[C:8]3[O:12][CH2:13][CH2:14][CH2:15][N:6]4[C:7]3=[C:3]2[CH:4]=[CH:5]4)=[CH:17][C:18]2[O:22][CH2:21][O:20][C:19]=2[CH:23]=1. (3) Given the reactants [Cl:1][C:2]1[CH:3]=[C:4]([CH2:27][OH:28])[CH:5]=[N:6][C:7]=1[C:8]1[CH:13]=[CH:12][C:11]([C:14]2[NH:18][C:17]3[CH:19]=[C:20]([C:23]([F:26])([F:25])[F:24])[CH:21]=[CH:22][C:16]=3[N:15]=2)=[CH:10][CH:9]=1, predict the reaction product. The product is: [Cl:1][C:2]1[CH:3]=[C:4]([CH:27]=[O:28])[CH:5]=[N:6][C:7]=1[C:8]1[CH:13]=[CH:12][C:11]([C:14]2[NH:18][C:17]3[CH:19]=[C:20]([C:23]([F:25])([F:26])[F:24])[CH:21]=[CH:22][C:16]=3[N:15]=2)=[CH:10][CH:9]=1.